Dataset: Catalyst prediction with 721,799 reactions and 888 catalyst types from USPTO. Task: Predict which catalyst facilitates the given reaction. (1) Reactant: CO[C:3]([C:5]1[CH:10]=[N:9][CH:8]=[CH:7][N:6]=1)=[NH:4].CS(O)(=O)=O.[Cl:16][C:17]1[CH:42]=[CH:41][CH:40]=[CH:39][C:18]=1[O:19][C:20]1[CH:21]=[C:22](N)[C:23]([NH2:37])=[CH:24][C:25]=1[O:26][C:27]1[CH:28]=[N:29][C:30]([S:33]([CH3:36])(=[O:35])=[O:34])=[CH:31][CH:32]=1. Product: [Cl:16][C:17]1[CH:42]=[CH:41][CH:40]=[CH:39][C:18]=1[O:19][C:20]1[C:25]([O:26][C:27]2[CH:28]=[N:29][C:30]([S:33]([CH3:36])(=[O:34])=[O:35])=[CH:31][CH:32]=2)=[CH:24][C:23]2[NH:37][C:3]([C:5]3[CH:10]=[N:9][CH:8]=[CH:7][N:6]=3)=[N:4][C:22]=2[CH:21]=1. The catalyst class is: 60. (2) Reactant: [CH2:1]1[CH:6]2[CH2:7][N:8]3[C:13](=[O:14])[C:12]([OH:15])=[C:11]([C:16]([NH:18][CH2:19][C:20]4[CH:25]=[CH:24][C:23]([F:26])=[CH:22][CH:21]=4)=[O:17])[N:10]=[C:9]3[C:3]([NH2:27])([CH2:4][O:5]2)[CH2:2]1.CCN(CC)CC.[C:35](Cl)(=[O:37])[CH3:36]. Product: [CH3:36][C:35]([NH:27][C:3]12[CH2:4][O:5][CH:6]([CH2:7][N:8]3[C:13](=[O:14])[C:12]([OH:15])=[C:11]([C:16]([NH:18][CH2:19][C:20]4[CH:21]=[CH:22][C:23]([F:26])=[CH:24][CH:25]=4)=[O:17])[N:10]=[C:9]31)[CH2:1][CH2:2]2)=[O:37]. The catalyst class is: 2. (3) Reactant: [CH2:1]([O:3][C:4]([C:6]1[O:7][C:8]2[CH:14]=[CH:13][C:12]([N:15]3[CH2:20][CH2:19][N:18]([C:21](=O)[C:22](F)(F)F)[CH2:17][CH2:16]3)=[C:11]([CH3:27])[C:9]=2[CH:10]=1)=[O:5])[CH3:2].C(N(CC)CC)C.[Cl:35][C:36]1[CH:43]=[CH:42][CH:41]=[C:40]([Cl:44])C=1CBr.C(OCC)(=O)C.CCCCCC. Product: [CH2:1]([O:3][C:4]([C:6]1[O:7][C:8]2[CH:14]=[CH:13][C:12]([N:15]3[CH2:20][CH2:19][N:18]([CH2:21][C:22]4[C:36]([Cl:35])=[CH:43][CH:42]=[CH:41][C:40]=4[Cl:44])[CH2:17][CH2:16]3)=[C:11]([CH3:27])[C:9]=2[CH:10]=1)=[O:5])[CH3:2]. The catalyst class is: 1. (4) The catalyst class is: 8. Reactant: [CH3:1][C:2]1[C:3]([N:8](COCCOC)[S:9]([C:12]2[S:13][C:14]([CH3:42])=[CH:15][C:16]=2[C:17]2[CH:22]=[CH:21][C:20]([CH2:23][N:24]3[C:28](=[O:29])[C:27]4([CH2:33][CH2:32][CH2:31][CH2:30]4)[N:26]=[C:25]3[CH2:34][CH2:35][CH2:36][CH3:37])=[CH:19][C:18]=2[CH2:38][O:39][CH2:40][CH3:41])(=[O:11])=[O:10])=[N:4][O:5][C:6]=1[CH3:7].Cl. Product: [CH3:1][C:2]1[C:3]([NH:8][S:9]([C:12]2[S:13][C:14]([CH3:42])=[CH:15][C:16]=2[C:17]2[CH:22]=[CH:21][C:20]([CH2:23][N:24]3[C:28](=[O:29])[C:27]4([CH2:33][CH2:32][CH2:31][CH2:30]4)[N:26]=[C:25]3[CH2:34][CH2:35][CH2:36][CH3:37])=[CH:19][C:18]=2[CH2:38][O:39][CH2:40][CH3:41])(=[O:11])=[O:10])=[N:4][O:5][C:6]=1[CH3:7]. (5) Reactant: ClC(Cl)(Cl)C[O:4][C:5](=[O:17])[NH:6][C:7]1[N:8]([CH3:16])[N:9]=[C:10]([C:12]([CH3:15])([CH3:14])[CH3:13])[CH:11]=1.[Cl:20][C:21]1[CH:26]=[C:25]([CH2:27][N:28]2[CH2:33][CH2:32][N:31]([CH3:34])[CH2:30][CH2:29]2)[CH:24]=[C:23]([Cl:35])[C:22]=1[C:36]1[N:40]2[CH:41]=[C:42]([O:45][C@H:46]3[C:55]4[C:50](=[CH:51][CH:52]=[CH:53][CH:54]=4)[C@@H:49]([NH2:56])[CH2:48][CH2:47]3)[CH:43]=[CH:44][C:39]2=[N:38][N:37]=1.CCN(C(C)C)C(C)C. Product: [CH:5]([OH:17])=[O:4].[C:12]([C:10]1[CH:11]=[C:7]([NH:6][C:5]([NH:56][C@@H:49]2[C:50]3[C:55](=[CH:54][CH:53]=[CH:52][CH:51]=3)[C@H:46]([O:45][C:42]3[CH:43]=[CH:44][C:39]4[N:40]([C:36]([C:22]5[C:21]([Cl:20])=[CH:26][C:25]([CH2:27][N:28]6[CH2:33][CH2:32][N:31]([CH3:34])[CH2:30][CH2:29]6)=[CH:24][C:23]=5[Cl:35])=[N:37][N:38]=4)[CH:41]=3)[CH2:47][CH2:48]2)=[O:17])[N:8]([CH3:16])[N:9]=1)([CH3:13])([CH3:14])[CH3:15]. The catalyst class is: 12. (6) Reactant: [H-].[Na+].[CH2:3]([O:5][C:6]([C:8]1[C:9]([C:13]([F:16])([F:15])[F:14])=[N:10][NH:11][CH:12]=1)=[O:7])[CH3:4].Br[CH2:18][C:19]([NH:21][C:22]1[S:26][C:25]2[CH2:27][CH2:28][CH2:29][CH2:30][C:24]=2[C:23]=1[C:31]([NH2:33])=[O:32])=[O:20].O. Product: [C:31]([C:23]1[C:24]2[CH2:30][CH2:29][CH2:28][CH2:27][C:25]=2[S:26][C:22]=1[NH:21][C:19](=[O:20])[CH2:18][N:11]1[CH:12]=[C:8]([C:6]([O:5][CH2:3][CH3:4])=[O:7])[C:9]([C:13]([F:15])([F:16])[F:14])=[N:10]1)(=[O:32])[NH2:33]. The catalyst class is: 3. (7) Reactant: I[C:2]1[CH:7]=[CH:6][C:5](/[C:8](/[CH3:15])=[CH:9]/[C:10]([O:12][CH2:13][CH3:14])=[O:11])=[CH:4][CH:3]=1.C(=O)([O-])[O-].[Na+].[Na+].[O:22]1[CH:26]=[CH:25][CH:24]=[C:23]1B(O)O. Product: [O:22]1[CH:26]=[CH:25][CH:24]=[C:23]1[C:2]1[CH:7]=[CH:6][C:5](/[C:8](/[CH3:15])=[CH:9]/[C:10]([O:12][CH2:13][CH3:14])=[O:11])=[CH:4][CH:3]=1. The catalyst class is: 149. (8) Reactant: [C:1]([C:3]1[N:7]([CH:8]2[CH2:13][CH2:12][N:11]([C:14]([O:16][CH:17]([CH3:19])[CH3:18])=[O:15])[CH2:10][CH2:9]2)[N:6]=[CH:5][C:4]=1[CH2:20][O:21][C:22]1[CH:27]=[CH:26][C:25]([C:28]2[N:32]([CH2:33][CH2:34][O:35][Si](C)(C)C)[N:31]=[N:30][N:29]=2)=[CH:24][C:23]=1[F:40])#[N:2].Cl. Product: [C:1]([C:3]1[N:7]([CH:8]2[CH2:9][CH2:10][N:11]([C:14]([O:16][CH:17]([CH3:19])[CH3:18])=[O:15])[CH2:12][CH2:13]2)[N:6]=[CH:5][C:4]=1[CH2:20][O:21][C:22]1[CH:27]=[CH:26][C:25]([C:28]2[N:32]([CH2:33][CH2:34][OH:35])[N:31]=[N:30][N:29]=2)=[CH:24][C:23]=1[F:40])#[N:2]. The catalyst class is: 71. (9) Reactant: [Cl:1][C:2]1[N:7]=[C:6]([C:8]([NH2:10])=[O:9])[CH:5]=[C:4](Cl)[N:3]=1.Cl.N[C@@H:14](C)[CH2:15][C:16]([NH2:18])=[O:17].CC[N:22](C(C)C)C(C)C. Product: [NH2:18][C:16](=[O:17])[C@@H:15]([NH:22][C:4]1[N:3]=[C:2]([Cl:1])[N:7]=[C:6]([C:8]([NH2:10])=[O:9])[CH:5]=1)[CH3:14]. The catalyst class is: 10.